This data is from Reaction yield outcomes from USPTO patents with 853,638 reactions. The task is: Predict the reaction yield, written as a fraction of the theoretical maximum amount of product (1.0 means a 100% yield; for example, 0.34 means a 34% yield). The reactants are N[C:2]1[CH:3]=[CH:4][C:5]([C:8]#[N:9])=[N:6][CH:7]=1.C1C=CN=CC=1.[FH:16].N([O-])=O.[Na+]. No catalyst specified. The product is [F:16][C:2]1[CH:3]=[CH:4][C:5]([C:8]#[N:9])=[N:6][CH:7]=1. The yield is 0.520.